From a dataset of Forward reaction prediction with 1.9M reactions from USPTO patents (1976-2016). Predict the product of the given reaction. Given the reactants [NH:1]1[C:9]2[C:4](=[CH:5][C:6](C(O)=O)=[CH:7][CH:8]=2)[CH:3]=[CH:2]1.[C:13](=[O:16])([O-])[OH:14].[Na+].CI.[CH3:20]N(C=O)C, predict the reaction product. The product is: [NH:1]1[C:9]2[CH:8]=[CH:7][CH:6]=[C:5]([C:13]([O:14][CH3:20])=[O:16])[C:4]=2[CH:3]=[CH:2]1.